Dataset: Full USPTO retrosynthesis dataset with 1.9M reactions from patents (1976-2016). Task: Predict the reactants needed to synthesize the given product. (1) Given the product [CH3:1][NH:2][C@@H:3]1[C:8]2[CH:9]=[CH:10][CH:11]=[CH:12][C:7]=2[C@H:6]([C:13]2[CH:14]=[CH:15][C:16]([Cl:20])=[C:17]([Cl:19])[CH:18]=2)[CH2:5][CH2:4]1.[ClH:34], predict the reactants needed to synthesize it. The reactants are: [CH3:1][NH:2][C@@H:3]1[C:8]2[CH:9]=[CH:10][CH:11]=[CH:12][C:7]=2[C@H:6]([C:13]2[CH:14]=[CH:15][C:16]([Cl:20])=[C:17]([Cl:19])[CH:18]=2)[CH2:5][CH2:4]1.C([O-])(=O)C(C1C=CC=CC=1)O.[OH-].[Na+].[ClH:34]. (2) Given the product [Cl:3][CH2:4][CH2:5][O:6][C:7]1[CH:12]=[CH:11][C:10]([NH2:13])=[CH:9][CH:8]=1, predict the reactants needed to synthesize it. The reactants are: [Cl-].[NH4+].[Cl:3][CH2:4][CH2:5][O:6][C:7]1[CH:12]=[CH:11][C:10]([N+:13]([O-])=O)=[CH:9][CH:8]=1. (3) The reactants are: [CH:1]([C:3]1[NH:4][C:5]2[CH2:6][CH2:7][CH2:8][CH2:9][C:10]=2[C:11]=1[CH2:12][CH2:13][CH2:14][N:15]1[CH2:20][CH2:19][N:18]([CH2:21][C:22]([OH:24])=[O:23])[CH2:17][CH2:16]1)=O.[CH3:25][NH:26][S:27]([C:30]1[CH:31]=[C:32]2[C:36](=[CH:37][CH:38]=1)[NH:35][C:34](=[O:39])[CH2:33]2)(=[O:29])=[O:28]. Given the product [CH3:25][NH:26][S:27]([C:30]1[CH:31]=[C:32]2[C:36](=[CH:37][CH:38]=1)[NH:35][C:34](=[O:39])/[C:33]/2=[CH:1]\[C:3]1[NH:4][C:5]2[CH2:6][CH2:7][CH2:8][CH2:9][C:10]=2[C:11]=1[CH2:12][CH2:13][CH2:14][N:15]1[CH2:20][CH2:19][N:18]([CH2:21][C:22]([OH:24])=[O:23])[CH2:17][CH2:16]1)(=[O:29])=[O:28], predict the reactants needed to synthesize it. (4) Given the product [F:97][C:95]1[CH:94]=[C:49]([CH:48]=[C:47]([F:46])[CH:96]=1)[CH2:50][N:51]1[CH:55]=[CH:54][C:53]([C:56]2[C:64]3[C:59](=[N:60][CH:61]=[C:62]([C:65]4[CH:66]=[CH:67][C:68]([N:71]5[CH2:72][CH2:73][N:74]([C:77]([O:79][C:80]([CH3:83])([CH3:82])[CH3:81])=[O:78])[CH2:75][CH2:76]5)=[CH:69][CH:70]=4)[CH:63]=3)[NH:58][CH:57]=2)=[N:52]1, predict the reactants needed to synthesize it. The reactants are: Cl.FC1C=C(C=CC=1)CN1C=C(C2C3C(=NC=C(C4C=CC(C5CCNCC5)=CC=4)C=3)N(S(C3C=CC(C)=CC=3)(=O)=O)C=2)C=N1.[F:46][C:47]1[CH:48]=[C:49]([CH:94]=[C:95]([F:97])[CH:96]=1)[CH2:50][N:51]1[CH:55]=[CH:54][C:53]([C:56]2[C:64]3[C:59](=[N:60][CH:61]=[C:62]([C:65]4[CH:70]=[CH:69][C:68]([N:71]5[CH2:76][CH2:75][N:74]([C:77]([O:79][C:80]([CH3:83])([CH3:82])[CH3:81])=[O:78])[CH2:73][CH2:72]5)=[CH:67][CH:66]=4)[CH:63]=3)[N:58](S(C3C=CC(C)=CC=3)(=O)=O)[CH:57]=2)=[N:52]1.[OH-].[Li+]. (5) Given the product [C:11]1([CH2:10][CH2:9][CH2:8][N:7]([CH:1]2[CH2:2][CH2:3][CH2:4][CH2:5][CH2:6]2)[CH2:18][CH3:19])[CH:16]=[CH:15][CH:14]=[CH:13][CH:12]=1, predict the reactants needed to synthesize it. The reactants are: [CH:1]1([N:7]([CH2:18][CH3:19])[C:8](=O)[CH2:9][CH2:10][C:11]2[CH:16]=[CH:15][CH:14]=[CH:13][CH:12]=2)[CH2:6][CH2:5][CH2:4][CH2:3][CH2:2]1.[H-].[Al+3].[Li+].[H-].[H-].[H-].O.O.O.O.O.O.O.O.O.O.S([O-])([O-])(=O)=O.[Na+].[Na+]. (6) Given the product [CH:15]([N:18]1[CH2:23][CH2:22][CH:21]([NH:24][C:2]2[CH:7]=[CH:6][C:5]([S:8]([NH2:11])(=[O:10])=[O:9])=[CH:4][C:3]=2[N+:12]([O-:14])=[O:13])[CH2:20][CH2:19]1)([CH3:17])[CH3:16], predict the reactants needed to synthesize it. The reactants are: Cl[C:2]1[CH:7]=[CH:6][C:5]([S:8]([NH2:11])(=[O:10])=[O:9])=[CH:4][C:3]=1[N+:12]([O-:14])=[O:13].[CH:15]([N:18]1[CH2:23][CH2:22][CH:21]([NH2:24])[CH2:20][CH2:19]1)([CH3:17])[CH3:16]. (7) Given the product [CH3:1][O:2][C:3]1[CH:4]=[C:5]([NH:15][C:16]2[N:21]=[C:20]([CH:22]([OH:24])[CH3:23])[C:19]([CH3:25])=[C:18]([CH2:26][O:27][CH2:28][C:29]([F:30])([F:31])[F:32])[N:17]=2)[CH:6]=[CH:7][C:8]=1[N:9]1[CH:13]=[C:12]([CH3:14])[N:11]=[CH:10]1, predict the reactants needed to synthesize it. The reactants are: [CH3:1][O:2][C:3]1[CH:4]=[C:5]([NH:15][C:16]2[N:21]=[C:20]([C:22](=[O:24])[CH3:23])[C:19]([CH3:25])=[C:18]([CH2:26][O:27][CH2:28][C:29]([F:32])([F:31])[F:30])[N:17]=2)[CH:6]=[CH:7][C:8]=1[N:9]1[CH:13]=[C:12]([CH3:14])[N:11]=[CH:10]1.[BH4-].[Na+].C(O)(=O)C.